Dataset: CYP1A2 inhibition data for predicting drug metabolism from PubChem BioAssay. Task: Regression/Classification. Given a drug SMILES string, predict its absorption, distribution, metabolism, or excretion properties. Task type varies by dataset: regression for continuous measurements (e.g., permeability, clearance, half-life) or binary classification for categorical outcomes (e.g., BBB penetration, CYP inhibition). Dataset: cyp1a2_veith. (1) The compound is C=C[C@H]1CN2CC[C@@H]1C[C@H]2[C@@H](O)c1ccnc2ccc(OC)cc12.Cl.O. The result is 0 (non-inhibitor). (2) The drug is O=C(/C=N/O)Nc1ccccc1. The result is 1 (inhibitor).